From a dataset of Forward reaction prediction with 1.9M reactions from USPTO patents (1976-2016). Predict the product of the given reaction. (1) Given the reactants C(OC(=O)[NH:7][C@@H:8]1[CH2:10][C@H:9]1[C:11]1[S:12][CH:13]=[C:14]([C:16](=[O:26])[NH:17][CH:18]2[CH2:23][CH2:22][C:21]([F:25])([F:24])[CH2:20][CH2:19]2)[CH:15]=1)(C)(C)C.[ClH:28].C(OCC)(=O)C, predict the reaction product. The product is: [ClH:28].[NH2:7][C@@H:8]1[CH2:10][C@H:9]1[C:11]1[S:12][CH:13]=[C:14]([C:16]([NH:17][CH:18]2[CH2:19][CH2:20][C:21]([F:25])([F:24])[CH2:22][CH2:23]2)=[O:26])[CH:15]=1. (2) Given the reactants [NH2:1][C:2]1[O:3][CH:4]=[C:5]([C:7]([OH:9])=O)[N:6]=1.[NH2:10][C@@H:11]([CH2:27][CH3:28])[CH2:12][N:13]1[CH:17]=[CH:16][C:15]([C:18]2[CH:25]=[CH:24][C:21]([C:22]#[N:23])=[C:20]([Cl:26])[CH:19]=2)=[N:14]1, predict the reaction product. The product is: [NH2:1][C:2]1[O:3][CH:4]=[C:5]([C:7]([NH:10][C@@H:11]([CH2:27][CH3:28])[CH2:12][N:13]2[CH:17]=[CH:16][C:15]([C:18]3[CH:25]=[CH:24][C:21]([C:22]#[N:23])=[C:20]([Cl:26])[CH:19]=3)=[N:14]2)=[O:9])[N:6]=1. (3) Given the reactants [CH3:1][C:2]1[N:6]([CH2:7][C:8]2[C:17]3[C:12](=[CH:13][CH:14]=[CH:15][CH:16]=3)[CH:11]=[CH:10][CH:9]=2)[N:5]=[C:4]([C:18]([OH:20])=O)[CH:3]=1.F[P-](F)(F)(F)(F)F.CN(C(ON1C2=NC=CC=C2N=N1)=[N+](C)C)C.C(N(C(C)C)CC)(C)C.[NH2:54][C:55]1[CH:56]=[C:57]2[C:62](=[CH:63][CH:64]=1)[CH2:61][N:60]([C:65]([O:67][C:68]([CH3:71])([CH3:70])[CH3:69])=[O:66])[CH2:59][CH2:58]2, predict the reaction product. The product is: [CH3:1][C:2]1[N:6]([CH2:7][C:8]2[C:17]3[C:12](=[CH:13][CH:14]=[CH:15][CH:16]=3)[CH:11]=[CH:10][CH:9]=2)[N:5]=[C:4]([C:18]([NH:54][C:55]2[CH:56]=[C:57]3[C:62](=[CH:63][CH:64]=2)[CH2:61][N:60]([C:65]([O:67][C:68]([CH3:71])([CH3:70])[CH3:69])=[O:66])[CH2:59][CH2:58]3)=[O:20])[CH:3]=1. (4) Given the reactants C([O:3][C:4](=O)[C@H:5]([O:7][C:8]1[CH:13]=[C:12]([NH:14][S:15]([C:18]2[S:19][CH:20]=[CH:21][N:22]=2)(=[O:17])=[O:16])[N:11]=[C:10]([S:23][CH2:24][C:25]2[CH:30]=[CH:29][CH:28]=[C:27]([F:31])[C:26]=2[F:32])[N:9]=1)[CH3:6])C.[BH4-].[Li+], predict the reaction product. The product is: [F:32][C:26]1[C:27]([F:31])=[CH:28][CH:29]=[CH:30][C:25]=1[CH2:24][S:23][C:10]1[N:11]=[C:12]([NH:14][S:15]([C:18]2[S:19][CH:20]=[CH:21][N:22]=2)(=[O:16])=[O:17])[CH:13]=[C:8]([O:7][C@H:5]([CH3:6])[CH2:4][OH:3])[N:9]=1. (5) Given the reactants Cl[C:2](=[N:8][NH:9][C:10]1[CH:15]=[CH:14][C:13]([O:16][CH:17]([F:19])[F:18])=[CH:12][CH:11]=1)[C:3]([O:5][CH2:6][CH3:7])=[O:4].[CH:20]12CC(C=C1)C=[CH:21]2.C(N(CC)CC)C, predict the reaction product. The product is: [F:18][CH:17]([F:19])[O:16][C:13]1[CH:14]=[CH:15][C:10]([N:9]2[CH:21]=[CH:20][C:2]([C:3]([O:5][CH2:6][CH3:7])=[O:4])=[N:8]2)=[CH:11][CH:12]=1. (6) Given the reactants [C:1]([O:5][C:6]([NH:8][C@H:9]([CH2:16][O:17][Si:18]([C:21]([CH3:24])([CH3:23])[CH3:22])([CH3:20])[CH3:19])[CH2:10][CH2:11][C:12](OC)=[O:13])=[O:7])([CH3:4])([CH3:3])[CH3:2].[Li+].[BH4-], predict the reaction product. The product is: [Si:18]([O:17][CH2:16][C@@H:9]([NH:8][C:6](=[O:7])[O:5][C:1]([CH3:4])([CH3:3])[CH3:2])[CH2:10][CH2:11][CH2:12][OH:13])([C:21]([CH3:23])([CH3:24])[CH3:22])([CH3:20])[CH3:19]. (7) Given the reactants C([O:8][C:9]1[CH:17]=[C:16]2[C:12]([C@H:13]([CH2:25][Cl:26])[CH2:14][N:15]2[C:18]([O:20][C:21]([CH3:24])([CH3:23])[CH3:22])=[O:19])=[C:11]2[C:27]([CH3:30])=[CH:28][S:29][C:10]=12)C1C=CC=CC=1.C([O-])=O.[NH4+].S([O-])([O-])(=O)=O.[Na+].[Na+], predict the reaction product. The product is: [Cl:26][CH2:25][C@H:13]1[C:12]2[C:16](=[CH:17][C:9]([OH:8])=[C:10]3[S:29][CH:28]=[C:27]([CH3:30])[C:11]3=2)[N:15]([C:18]([O:20][C:21]([CH3:24])([CH3:23])[CH3:22])=[O:19])[CH2:14]1. (8) Given the reactants C([O:3][C:4]([C:6]1[N:10]([CH2:11][C:12]2[CH:17]=[CH:16][CH:15]=[CH:14][C:13]=2Br)[C:9]2[CH:19]=[C:20](Br)[S:21][C:8]=2[CH:7]=1)=[O:5])C.[CH3:23][C:24]1[S:28][C:27]([Sn](C)(C)C)=[CH:26][CH:25]=1, predict the reaction product. The product is: [CH3:23][C:24]1[S:28][C:27]([C:20]2[S:21][C:8]3[CH:7]=[C:6]([C:4]([OH:3])=[O:5])[N:10]([CH2:11][C:12]4[CH:17]=[CH:16][CH:15]=[CH:14][C:13]=4[C:20]4[S:21][C:8]([CH3:7])=[CH:9][CH:19]=4)[C:9]=3[CH:19]=2)=[CH:26][CH:25]=1. (9) Given the reactants Cl.[CH3:2][NH:3][C:4](=[O:28])[C@@H:5]([NH:15][C:16]([C:18]1[C:19]([C:24]([F:27])([F:26])[F:25])=[N:20][N:21]([CH3:23])[CH:22]=1)=[O:17])[CH2:6][NH:7]C(=O)OC(C)(C)C, predict the reaction product. The product is: [NH2:7][CH2:6][C@H:5]([NH:15][C:16]([C:18]1[C:19]([C:24]([F:27])([F:26])[F:25])=[N:20][N:21]([CH3:23])[CH:22]=1)=[O:17])[C:4]([NH:3][CH3:2])=[O:28].